This data is from Full USPTO retrosynthesis dataset with 1.9M reactions from patents (1976-2016). The task is: Predict the reactants needed to synthesize the given product. Given the product [Br:20][CH2:21][C:22]([NH:24][C:25]1[CH:26]=[CH:27][C:28]([As:31]([OH:33])[OH:32])=[CH:29][CH:30]=1)=[O:23], predict the reactants needed to synthesize it. The reactants are: C1C(N)=CC=C([As](O)(O)=O)C=1.BrCC(Br)=O.C(=O)=O.[Br:20][CH2:21][C:22]([NH:24][C:25]1[CH:30]=[CH:29][C:28]([As:31](O)(=[O:33])[OH:32])=[CH:27][CH:26]=1)=[O:23].